This data is from NCI-60 drug combinations with 297,098 pairs across 59 cell lines. The task is: Regression. Given two drug SMILES strings and cell line genomic features, predict the synergy score measuring deviation from expected non-interaction effect. (1) Synergy scores: CSS=7.92, Synergy_ZIP=-1.40, Synergy_Bliss=2.57, Synergy_Loewe=-19.1, Synergy_HSA=-3.13. Cell line: SK-MEL-5. Drug 1: C1CCN(CC1)CCOC2=CC=C(C=C2)C(=O)C3=C(SC4=C3C=CC(=C4)O)C5=CC=C(C=C5)O. Drug 2: C1CCC(C(C1)N)N.C(=O)(C(=O)[O-])[O-].[Pt+4]. (2) Drug 1: CNC(=O)C1=CC=CC=C1SC2=CC3=C(C=C2)C(=NN3)C=CC4=CC=CC=N4. Drug 2: C1=C(C(=O)NC(=O)N1)N(CCCl)CCCl. Cell line: NCI-H322M. Synergy scores: CSS=-0.554, Synergy_ZIP=1.99, Synergy_Bliss=3.79, Synergy_Loewe=0.249, Synergy_HSA=1.36. (3) Synergy scores: CSS=4.22, Synergy_ZIP=0.491, Synergy_Bliss=2.97, Synergy_Loewe=0.551, Synergy_HSA=1.43. Cell line: NCI/ADR-RES. Drug 2: CC1=C(C(=CC=C1)Cl)NC(=O)C2=CN=C(S2)NC3=CC(=NC(=N3)C)N4CCN(CC4)CCO. Drug 1: CC(CN1CC(=O)NC(=O)C1)N2CC(=O)NC(=O)C2.